Dataset: Peptide-MHC class I binding affinity with 185,985 pairs from IEDB/IMGT. Task: Regression. Given a peptide amino acid sequence and an MHC pseudo amino acid sequence, predict their binding affinity value. This is MHC class I binding data. (1) The peptide sequence is VVPNTLII. The MHC is Mamu-A01 with pseudo-sequence Mamu-A01. The binding affinity (normalized) is 1.00. (2) The peptide sequence is GVNDTEAHA. The MHC is HLA-B57:01 with pseudo-sequence HLA-B57:01. The binding affinity (normalized) is 0.0847. (3) The peptide sequence is NQLLIAILL. The MHC is Mamu-A20102 with pseudo-sequence Mamu-A20102. The binding affinity (normalized) is 0.0293.